Dataset: Catalyst prediction with 721,799 reactions and 888 catalyst types from USPTO. Task: Predict which catalyst facilitates the given reaction. (1) Reactant: [O:1]1[CH:6]=[CH:5][CH2:4][CH2:3][CH2:2]1.C[C:18]1[CH:23]=[CH:22]C(S([O-])(=[O:15])=[O:15])=[CH:20][CH:19]=1.[CH:18]1[CH:23]=[CH:22][NH+]=[CH:20][CH:19]=1.[CH3:24][CH2:25][O:26][C:27]([CH3:29])=[O:28].[CH2:30]1[CH2:35]CCCC1. Product: [CH2:25]([O:26][C:27](=[O:28])[CH2:29][CH2:20][C:19]1[CH:30]=[CH:35][C:22]([O:15][CH:6]2[CH2:5][CH2:4][CH2:3][CH2:2][O:1]2)=[CH:23][CH:18]=1)[CH3:24]. The catalyst class is: 2. (2) Reactant: Cl[C:2]1[CH:10]=[CH:9][C:8]2[CH2:7][CH:6]([CH2:11][N:12]3[C:17]4=[N:18][C:19]([C:23]5[CH:28]=[CH:27][N:26]=[CH:25][CH:24]=5)=[CH:20][C:21](=[O:22])[N:16]4[CH2:15][C:14]([CH3:30])([CH3:29])[CH2:13]3)[CH2:5][C:4]=2[N:3]=1.C(=O)([O-])[O-].[Na+].[Na+].[N:37]1[CH:42]=[CH:41][C:40](B(O)O)=[CH:39][CH:38]=1.O. Product: [CH3:29][C:14]1([CH3:30])[CH2:15][N:16]2[C:21](=[O:22])[CH:20]=[C:19]([C:23]3[CH:28]=[CH:27][N:26]=[CH:25][CH:24]=3)[N:18]=[C:17]2[N:12]([CH2:11][CH:6]2[CH2:5][C:4]3[N:3]=[C:2]([C:38]4[CH:39]=[CH:40][CH:41]=[CH:42][N:37]=4)[CH:10]=[CH:9][C:8]=3[CH2:7]2)[CH2:13]1. The catalyst class is: 335. (3) Reactant: [Cl:1][C:2]1[CH:7]=[CH:6][C:5]([N:8]([CH2:18][C:19]2[CH:24]=[CH:23][C:22]([O:25][CH3:26])=[CH:21][C:20]=2[O:27][CH3:28])[C:9](=[O:17])/[CH:10]=[CH:11]/[C:12]([O:14][CH2:15][CH3:16])=[O:13])=[C:4]([CH:29]([OH:42])[C:30]2[CH:35]=[CH:34][CH:33]=[C:32]([C:36]([F:39])([F:38])[F:37])[C:31]=2[O:40][CH3:41])[CH:3]=1.C(=O)([O-])[O-].[K+].[K+]. Product: [Cl:1][C:2]1[CH:7]=[CH:6][C:5]2[N:8]([CH2:18][C:19]3[CH:24]=[CH:23][C:22]([O:25][CH3:26])=[CH:21][C:20]=3[O:27][CH3:28])[C:9](=[O:17])[C@@H:10]([CH2:11][C:12]([O:14][CH2:15][CH3:16])=[O:13])[O:42][C@H:29]([C:30]3[CH:35]=[CH:34][CH:33]=[C:32]([C:36]([F:39])([F:37])[F:38])[C:31]=3[O:40][CH3:41])[C:4]=2[CH:3]=1. The catalyst class is: 8. (4) Reactant: [CH3:1][N:2]([CH3:32])[C:3]1([C:25]2[CH:30]=[CH:29][C:28]([F:31])=[CH:27][CH:26]=2)[CH2:8][CH2:7][C:6](=[CH:9][C:10]([NH:12][CH:13]([CH3:24])[CH2:14][C:15]2[C:23]3[C:18](=[CH:19][CH:20]=[CH:21][CH:22]=3)[NH:17][CH:16]=2)=[O:11])[CH2:5][CH2:4]1.[Cl:33][Si](C)(C)C. Product: [ClH:33].[CH3:32][N:2]([CH3:1])[C:3]1([C:25]2[CH:30]=[CH:29][C:28]([F:31])=[CH:27][CH:26]=2)[CH2:8][CH2:7][C:6](=[CH:9][C:10]([NH:12][CH:13]([CH3:24])[CH2:14][C:15]2[C:23]3[C:18](=[CH:19][CH:20]=[CH:21][CH:22]=3)[NH:17][CH:16]=2)=[O:11])[CH2:5][CH2:4]1. The catalyst class is: 573. (5) Reactant: [N:1]1([C:6]2[CH:18]=[CH:17][C:9]([O:10][CH:11]3[CH2:16][CH2:15][NH:14][CH2:13][CH2:12]3)=[CH:8][CH:7]=2)[CH:5]=[CH:4][N:3]=[CH:2]1.[C:19]1(=O)[CH2:24][CH2:23]CCC1.[CH2:26]([Sn](Cl)(Cl)CCCC)CCC.C1([SiH3])C=CC=CC=1. Product: [N:1]1([C:6]2[CH:7]=[CH:8][C:9]([O:10][CH:11]3[CH2:12][CH2:13][N:14]([CH2:26][CH:24]([CH3:23])[CH3:19])[CH2:15][CH2:16]3)=[CH:17][CH:18]=2)[CH:5]=[CH:4][N:3]=[CH:2]1. The catalyst class is: 1. (6) Product: [Na+:2].[Cl:28][C:21]1[C:22]([O:26][CH3:27])=[CH:23][CH:24]=[CH:25][C:20]=1[C:17]1[C:18](=[O:19])[N:13]([CH2:12][C@H:11]([NH:10][CH2:9][CH2:8][CH2:7][C:6]([O-:49])=[O:5])[C:43]2[CH:44]=[CH:45][CH:46]=[CH:47][CH:48]=2)[C:14](=[O:42])[N:15]([CH2:30][C:31]2[C:36]([C:37]([F:40])([F:38])[F:39])=[CH:35][CH:34]=[CH:33][C:32]=2[F:41])[C:16]=1[CH3:29]. Reactant: [OH-].[Na+:2].C([O:5][C:6](=[O:49])[CH2:7][CH2:8][CH2:9][NH:10][C@H:11]([C:43]1[CH:48]=[CH:47][CH:46]=[CH:45][CH:44]=1)[CH2:12][N:13]1[C:18](=[O:19])[C:17]([C:20]2[CH:25]=[CH:24][CH:23]=[C:22]([O:26][CH3:27])[C:21]=2[Cl:28])=[C:16]([CH3:29])[N:15]([CH2:30][C:31]2[C:36]([C:37]([F:40])([F:39])[F:38])=[CH:35][CH:34]=[CH:33][C:32]=2[F:41])[C:14]1=[O:42])C.O. The catalyst class is: 14.